Dataset: Full USPTO retrosynthesis dataset with 1.9M reactions from patents (1976-2016). Task: Predict the reactants needed to synthesize the given product. (1) The reactants are: [Cl:1][C:2]1[CH:7]=[C:6](I)[CH:5]=[CH:4][C:3]=1[N:9]1[C:13]2[C:14]3[S:18][C:17]([NH:19][C:20](=[O:22])[CH3:21])=[N:16][C:15]=3[CH2:23][CH2:24][C:12]=2[C:11]([CH:25]2[CH2:27][CH2:26]2)=[N:10]1.[Cl-].[Li+].C([Mg]Cl)(C)C.C[Mg]Cl.C[O:39][B:40]([O:43]C)[O:41]C.Cl. Given the product [C:20]([NH:19][C:17]1[S:18][C:14]2[C:13]3[N:9]([C:3]4[CH:4]=[CH:5][C:6]([O:39][B:40]([OH:43])[OH:41])=[CH:7][C:2]=4[Cl:1])[N:10]=[C:11]([CH:25]4[CH2:27][CH2:26]4)[C:12]=3[CH2:24][CH2:23][C:15]=2[N:16]=1)(=[O:22])[CH3:21], predict the reactants needed to synthesize it. (2) Given the product [CH3:21][C:22]1[CH:23]=[C:24]([C:2]2[CH:11]=[CH:10][C:9]3[CH2:8][CH2:7][CH2:6][CH:5]([NH:12][C:13]([C:15]4[CH:20]=[N:19][CH:18]=[CH:17][N:16]=4)=[O:14])[C:4]=3[N:3]=2)[CH:25]=[N:26][CH:27]=1, predict the reactants needed to synthesize it. The reactants are: Cl[C:2]1[CH:11]=[CH:10][C:9]2[CH2:8][CH2:7][CH2:6][CH:5]([NH:12][C:13]([C:15]3[CH:20]=[N:19][CH:18]=[CH:17][N:16]=3)=[O:14])[C:4]=2[N:3]=1.[CH3:21][C:22]1[CH:23]=[C:24](B(O)O)[CH:25]=[N:26][CH:27]=1.[O-]P([O-])([O-])=O.[K+].[K+].[K+].C(Cl)Cl. (3) Given the product [NH2:7][C@@H:8]1[CH2:13][CH2:12][CH2:11][N:10]([C:14]2[S:15][C:16]([NH:22][C:23]3[CH:28]=[CH:27][CH:26]=[CH:25][N:24]=3)=[C:17]([C:19]([NH2:20])=[O:21])[N:18]=2)[CH2:9]1, predict the reactants needed to synthesize it. The reactants are: C(OC(=O)[NH:7][CH:8]1[CH2:13][CH2:12][CH2:11][N:10]([C:14]2[S:15][C:16]([NH:22][C:23]3[CH:28]=[CH:27][CH:26]=[CH:25][N:24]=3)=[C:17]([C:19](=[O:21])[NH2:20])[N:18]=2)[CH2:9]1)(C)(C)C.FC(F)(F)C(O)=O. (4) Given the product [CH2:2]1[CH:3]2[CH:7]3[CH2:8][CH:9]=[CH:10][CH:6]3[CH:5]([CH2:4]2)[CH2:1]1.[CH:11]1[CH2:15][CH2:14][CH2:13][CH:12]=1.[CH2:16]=[CH2:17], predict the reactants needed to synthesize it. The reactants are: [CH2:1]1[CH:5]2[CH:6]3[CH2:10][CH:9]=[CH:8][CH:7]3[CH:3]([CH2:4]2)[CH2:2]1.[CH:11]1[CH2:15][CH2:14][CH2:13][CH:12]=1.[CH2:16]([Al](CC(C)C)CC(C)C)[CH:17](C)C.C=C. (5) Given the product [OH:14][CH2:13][CH2:12][S:1][C:2]1[CH:10]=[CH:9][C:5]([C:6]([OH:8])=[O:7])=[CH:4][CH:3]=1, predict the reactants needed to synthesize it. The reactants are: [SH:1][C:2]1[CH:10]=[CH:9][C:5]([C:6]([OH:8])=[O:7])=[CH:4][CH:3]=1.Br[CH2:12][CH2:13][OH:14].C(N(CC)CC)C.